This data is from Experimentally validated miRNA-target interactions with 360,000+ pairs, plus equal number of negative samples. The task is: Binary Classification. Given a miRNA mature sequence and a target amino acid sequence, predict their likelihood of interaction. (1) The miRNA is hsa-miR-92b-3p with sequence UAUUGCACUCGUCCCGGCCUCC. The protein sequence of the target gene is MASFGWKRRIGEKVSKATSQQFEAEAADEKDAAENEDGNWLQASKRRKETLQEGCKQRSQQLKDEGAQLAENKRYKEAIQKWDEALQLTPGDATLYEMKSQVLLSLHEMFPAVHAAEMAVKRNPHSWEAWQTLGRAQLGLGEIVLAIRSFQIALHIYPMNPELWKEDLSWARKLQEQQKVAQRIENKEMPPEGPDLSPGSIPDYDFESDEIVAVCAAVAEKQKSVSANKTMVIVSASGTVEIVNEKEEGSSTPDGSVFIKAR. Result: 0 (no interaction). (2) The miRNA is hsa-miR-548f-5p with sequence UGCAAAAGUAAUCACAGUUUUU. The protein sequence of the target gene is MSKGTSSDTSLGRVSRAAFPSPTAAEMAEISRIQYEMEYTEGISQRMRVPEKLKVAPPNADLEQGFQEGVPNASVIMQVPERIVVAGNNEDVSFSRPADLDLIQSTPFKPLALKTPPRVLTLSERPLDFLDLERPPTTPQNEEIRAVGRLKRERSMSENAVRQNGQLVRNDSLWHRSDSAPRNKISRFQAPISAPEYTVTPSPQQARVCPPHMLPEDGANLSSARGILSLIQSSTRRAYQQILDVLDENRRPVLRGGSAAATSNPHHDNVRYGISNIDTTIEGTSDDLTVVDAASLRRQI.... Result: 1 (interaction). (3) The miRNA is hsa-miR-7843-3p with sequence AUGAAGCCUUCUCUGCCUUACG. The protein sequence of the target gene is MAQGPSQCPALLGAPASTTDGTQEARVPLDGAFWIPRPPAGSPKGCFACVSKPPALQAAAAPAPEPSASPPMAPTLFPMESKSSKTDSVRASGVPQACKHLAEKKTMTNPTTVIEVYPDTTEVNDYYLWSIFNFVYLNFCCLGFIALAYSLKVRDKKLLNDLNGAVEDAKTARLFNITSSALAASCIILIFIFLRYPLTDY. Result: 0 (no interaction). (4) The miRNA is hsa-miR-4704-3p with sequence UCAGUCACAUAUCUAGUGUCUA. The protein sequence of the target gene is MITLITEQLQKQTLDELKCTRFSISLPLPDHADISNCGNSFQLVSEGASWRGLPHCSCAEFQDSLNFSYHPSGLSLHLRPPSRGNSPKEQPFSQVLRPEPPDPEKLPVPPAPPSKRHCRSLSVPVDLSRWQPVWRPAPSKLWTPIKHRGSGGGGGPQVPHQSPPKRVSSLRFLQAPSASSQCAPAHRPYSPPFFSLALAQDSSRPCAASPQSGSWESDAESLSPCPPQRRFSLSPSLGPQASRFLPSARSSPASSPELPWRPRGLRNLPRSRSQPCDLDARKTGVKRRHEEDPRRLRPSL.... Result: 1 (interaction). (5) The miRNA is rno-miR-292-5p with sequence ACUCAAACUGGGGGCUCUUUUG. The protein sequence of the target gene is MSFLGGFFGPICEIDIVLNDGETRKMAEMKTEDGKVEKHYLFYDGESVSGKVNLAFKQPGKRLEHQGIRIEFVGQIELFNDKSNTHEFVNLVKELALPGELTQSRSYDFEFMQVEKPYESYIGANVRLRYFLKVTIVRRLTDLVKEYDLIVHQLATYPDVNNSIKMEVGIEDCLHIEFEYNKSKYHLKDVIVGKIYFLLVRIKIQHMELQLIKKEITGIGPSTTTETETIAKYEIMDGAPVKGESIPIRLFLAGYDPTPTMRDVNKKFSVRYFLNLVLVDEEDRRYFKQQEIILWRKAPE.... Result: 0 (no interaction). (6) The miRNA is hsa-miR-6881-5p with sequence UGGGGUAAGGAUAGGAGGGUCA. The protein sequence of the target gene is MEEPMAFSSLRGSDRCPADDSLKKYEQSVKLSGIKRDIEELCEAVPQLVNVFKIKDKIGEGTFSSVYLATAQLQEGHEEKIALKHLIPTSHPMRIAAELQCLTVAGGQDNVMGLKYCFRKNDHVVIAMPYLEHESFLDILNSLSFQEVREYMYNLFVALKRIHQFGIVHRDVKPSNFLYNRRLKKYALVDFGLAQGTRDTKIELLKFVQSEAQQEDCSRNKYHGVVGHKGLLSRPAPKTVDQQCTPKTSVKRSYTQVHIKQGKDGKERSVGLSVQRSVFGERNFNIHSSISHESPAEKLI.... Result: 0 (no interaction). (7) The miRNA is hsa-miR-3161 with sequence CUGAUAAGAACAGAGGCCCAGAU. The protein sequence of the target gene is MSLQRFLQRQGSNGNLEYCADSAYGSYSVLTGQLTMEDNRRIQVLADTVATLPRGRKQLALARSSSLGDFSWSQRKVVTVEKQDNGTFGFEIQTYRLQNQNICSSEVCTMICKVQEDSPAHCAGLQVGDIFANVNGVSTEGFTHKQVVDLIRSSGNLLTIETLNGTMIHRRAELEAKLQTLKQTLKKKWVELRSLHLQEQRLLHGDTANSPNLENMDLDESSLFGNLLGPSPALLDRHRLSSESSCKSWLSSLTVDSEDGYRSSMSEDSIRGAFSRQTSTDDECFHSKDGDEILRNASSR.... Result: 0 (no interaction). (8) The protein sequence of the target gene is MSGLVPTAPEQPTEEMENQIKSPTAVPDAPPDYNSHFAPGPAGPVASPSAGLPMGYYIPQQPGAIPLYHPTGGTHPIQYQPGKYPVTNQPAPIMWMAGPAPVPNCPPGLEYLAQLDNIHVLQHVEPLELMTRFETNNRYDIKNNIDQMVYIVTEDTDDFTRNAYRNLRPFVLRVTDCLGREIMTMQRPFRCTCCCFCCPCARQELEVQCPPGVTIGFVAEHWNLCRASYSIQNEKKESMMRVRGPCATYGCGSDSVFEINSLDGVSNIGSIIRKWNGFLSTMVNADHFEIRFPLALDVKM.... The miRNA is hsa-miR-381-5p with sequence AGCGAGGUUGCCCUUUGUAUAU. Result: 0 (no interaction).